This data is from Catalyst prediction with 721,799 reactions and 888 catalyst types from USPTO. The task is: Predict which catalyst facilitates the given reaction. Reactant: [CH2:1]([NH:5][CH2:6][C:7]1[S:11][C:10](B(O)O)=[CH:9][CH:8]=1)[CH2:2][CH2:3][CH3:4].Br[C:16]1[CH:17]=[C:18]2[C:22](=[C:23]([C:25]([NH2:27])=[O:26])[CH:24]=1)[NH:21][CH:20]=[C:19]2[CH:28]1[CH2:33][CH2:32][N:31]([S:34]([CH2:37][CH3:38])(=[O:36])=[O:35])[CH2:30][CH2:29]1.C([O-])([O-])=O.[K+].[K+]. Product: [CH2:1]([NH:5][CH2:6][C:7]1[S:11][C:10]([C:16]2[CH:17]=[C:18]3[C:22](=[C:23]([C:25]([NH2:27])=[O:26])[CH:24]=2)[NH:21][CH:20]=[C:19]3[CH:28]2[CH2:29][CH2:30][N:31]([S:34]([CH2:37][CH3:38])(=[O:35])=[O:36])[CH2:32][CH2:33]2)=[CH:9][CH:8]=1)[CH2:2][CH2:3][CH3:4]. The catalyst class is: 73.